From a dataset of Reaction yield outcomes from USPTO patents with 853,638 reactions. Predict the reaction yield, written as a fraction of the theoretical maximum amount of product (1.0 means a 100% yield; for example, 0.34 means a 34% yield). (1) The reactants are [O:1]1[C:5]2([CH2:10][CH2:9][CH2:8][CH2:7][CH2:6]2)[CH2:4][C:3]([CH:11]=O)=[N:2]1.OS([O-])=O.[Na+].[CH3:18][C:19]1[C:20]([NH2:36])=[C:21]([NH2:35])[CH:22]=[C:23]([C:25]2[CH:30]=[CH:29][CH:28]=[CH:27][C:26]=2[C:31]([F:34])([F:33])[F:32])[CH:24]=1. The catalyst is CCO. The product is [CH3:18][C:19]1[C:20]2[NH:36][C:11]([C:3]3[CH2:4][C:5]4([CH2:10][CH2:9][CH2:8][CH2:7][CH2:6]4)[O:1][N:2]=3)=[N:35][C:21]=2[CH:22]=[C:23]([C:25]2[CH:30]=[CH:29][CH:28]=[CH:27][C:26]=2[C:31]([F:32])([F:33])[F:34])[CH:24]=1. The yield is 0.410. (2) The reactants are [CH3:1][C:2]([CH3:30])([CH3:29])[C:3](=[O:28])[CH2:4][O:5][C:6]1[CH:11]=[CH:10][C:9]([C:12]([C:17]2[S:21][C:20]([S:22]([NH2:25])(=[O:24])=[O:23])=[C:19]([CH3:26])[CH:18]=2)([CH2:15][CH3:16])[CH2:13][CH3:14])=[CH:8][C:7]=1[CH3:27].[CH:31]1([C:34](O)=[O:35])[CH2:33][CH2:32]1. No catalyst specified. The product is [CH:31]1([C:34]([NH:25][S:22]([C:20]2[S:21][C:17]([C:12]([C:9]3[CH:10]=[CH:11][C:6]([O:5][CH2:4][C:3](=[O:28])[C:2]([CH3:1])([CH3:29])[CH3:30])=[C:7]([CH3:27])[CH:8]=3)([CH2:13][CH3:14])[CH2:15][CH3:16])=[CH:18][C:19]=2[CH3:26])(=[O:24])=[O:23])=[O:35])[CH2:33][CH2:32]1. The yield is 0.600. (3) The reactants are Cl[C:2]1[CH:7]=[CH:6][N:5]=[C:4]([NH2:8])[N:3]=1.[CH3:9][NH:10][CH3:11]. The catalyst is O. The product is [CH3:9][N:10]([CH3:11])[C:2]1[CH:7]=[CH:6][N:5]=[C:4]([NH2:8])[N:3]=1. The yield is 0.760. (4) The reactants are Br[C:2]1[C:3]([NH:20][CH2:21][C:22]2[C:27]([F:28])=[CH:26][CH:25]=[CH:24][C:23]=2[F:29])=[N:4][C:5]([N:8]2[CH2:13][CH2:12][CH:11]([N:14]3[CH2:19][CH2:18][CH2:17][CH2:16][CH2:15]3)[CH2:10][CH2:9]2)=[N:6][CH:7]=1.C([Sn](CCCC)(CCCC)[C:35]1[O:36][CH:37]=[CH:38][CH:39]=1)CCC.[F-].[K+].C(OCC)C. The catalyst is C1COCC1.CC1C=CC=CC=1[P](C1C=CC=CC=1C)([Pd](Cl)(Cl)[P](C1=C(C)C=CC=C1)(C1C=CC=CC=1C)C1C=CC=CC=1C)C1C=CC=CC=1C. The product is [F:29][C:23]1[CH:24]=[CH:25][CH:26]=[C:27]([F:28])[C:22]=1[CH2:21][NH:20][C:3]1[C:2]([C:35]2[O:36][CH:37]=[CH:38][CH:39]=2)=[CH:7][N:6]=[C:5]([N:8]2[CH2:13][CH2:12][CH:11]([N:14]3[CH2:19][CH2:18][CH2:17][CH2:16][CH2:15]3)[CH2:10][CH2:9]2)[N:4]=1. The yield is 0.320. (5) The reactants are C[O:2][C:3]1[CH:8]=[CH:7][CH:6]=[CH:5][C:4]=1[C:9]1[CH:14]=[CH:13][CH:12]=[C:11]([C:15]2[NH:19][N:18]=[N:17][N:16]=2)[CH:10]=1.Br. The catalyst is C(O)(=O)C. The product is [NH:19]1[C:15]([C:11]2[CH:10]=[C:9]([C:4]3[C:3]([OH:2])=[CH:8][CH:7]=[CH:6][CH:5]=3)[CH:14]=[CH:13][CH:12]=2)=[N:16][N:17]=[N:18]1. The yield is 0.828. (6) The reactants are [C:1]([N:4]1[CH2:9][CH2:8][N:7]([C:10]2[CH:11]=[CH:12][C:13]([CH2:16][CH2:17][C:18]3[CH:23]=[CH:22][C:21]([CH2:24][OH:25])=[CH:20][CH:19]=3)=[N:14][CH:15]=2)[CH2:6][CH2:5]1)(=[O:3])[CH3:2].[C:26]([N:33]1C=CN=C1)(N1C=CN=C1)=[O:27].[C:38]([O:42][C:43]([CH3:46])([CH3:45])[CH3:44])(=[O:41])[NH:39]N.O. The catalyst is CN(C)C=O. The product is [NH:33]([C:26]([O:25][CH2:24][C:21]1[CH:20]=[CH:19][C:18]([CH2:17][CH2:16][C:13]2[CH:12]=[CH:11][C:10]([N:7]3[CH2:6][CH2:5][N:4]([C:1](=[O:3])[CH3:2])[CH2:9][CH2:8]3)=[CH:15][N:14]=2)=[CH:23][CH:22]=1)=[O:27])[NH:39][C:38]([O:42][C:43]([CH3:46])([CH3:45])[CH3:44])=[O:41]. The yield is 0.879. (7) The reactants are C1(P(C2C=CC=CC=2)C2C=CC=CC=2)C=CC=CC=1.CCOC(/N=N/C(OCC)=O)=O.[OH:32][CH:33]1[CH2:38][CH2:37][N:36]([C:39]([O:41][C:42]([CH3:45])([CH3:44])[CH3:43])=[O:40])[CH2:35][CH2:34]1.[CH3:46][O:47][C:48]1[CH:53]=[C:52]([N+:54]([O-:56])=[O:55])[CH:51]=[CH:50][C:49]=1O. The catalyst is C1COCC1. The product is [CH3:46][O:47][C:48]1[CH:53]=[C:52]([N+:54]([O-:56])=[O:55])[CH:51]=[CH:50][C:49]=1[O:32][CH:33]1[CH2:34][CH2:35][N:36]([C:39]([O:41][C:42]([CH3:45])([CH3:44])[CH3:43])=[O:40])[CH2:37][CH2:38]1. The yield is 0.820. (8) The yield is 0.580. The catalyst is CCO. The product is [C:14]([C:15]1[CH:16]=[C:17]([NH2:18])[N:11]([C:8]2[CH:9]=[C:10]3[C:5]([CH:4]=[N:3][NH:2]3)=[CH:6][CH:7]=2)[N:12]=1)([CH3:21])([CH3:20])[CH3:13]. The reactants are Cl.[NH:2]1[C:10]2[C:5](=[CH:6][CH:7]=[C:8]([NH:11][NH2:12])[CH:9]=2)[CH:4]=[N:3]1.[CH3:13][C:14]([CH3:21])([CH3:20])[C:15](=O)[CH2:16][C:17]#[N:18].